Predict which catalyst facilitates the given reaction. From a dataset of Catalyst prediction with 721,799 reactions and 888 catalyst types from USPTO. (1) Reactant: [Cl:1][C:2]1[CH:27]=[CH:26][C:5]([O:6][C:7]([N:9]([CH3:25])[C@H:10]2[CH2:15][CH2:14][C@H:13]([CH2:16][CH2:17][CH2:18][CH2:19]OS(C)(=O)=O)[CH2:12][CH2:11]2)=[O:8])=[CH:4][CH:3]=1.[CH2:28]([NH:31][CH3:32])[CH:29]=[CH2:30]. Product: [Cl:1][C:2]1[CH:27]=[CH:26][C:5]([O:6][C:7](=[O:8])[N:9]([C@H:10]2[CH2:15][CH2:14][C@H:13]([CH2:16][CH2:17][CH2:18][CH2:19][N:31]([CH2:28][CH:29]=[CH2:30])[CH3:32])[CH2:12][CH2:11]2)[CH3:25])=[CH:4][CH:3]=1. The catalyst class is: 5. (2) Reactant: [O:1]=[C:2]([CH2:14][N:15]([CH2:23][C:24](=[O:36])[NH:25][CH2:26][CH2:27][O:28][CH2:29][CH2:30][O:31][CH2:32][CH2:33][O:34][CH3:35])C(=O)OC(C)(C)C)[NH:3][CH2:4][CH2:5][O:6][CH2:7][CH2:8][O:9][CH2:10][CH2:11][O:12][CH3:13].[ClH:37]. Product: [ClH:37].[NH:15]([CH2:14][C:2]([NH:3][CH2:4][CH2:5][O:6][CH2:7][CH2:8][O:9][CH2:10][CH2:11][O:12][CH3:13])=[O:1])[CH2:23][C:24]([NH:25][CH2:26][CH2:27][O:28][CH2:29][CH2:30][O:31][CH2:32][CH2:33][O:34][CH3:35])=[O:36]. The catalyst class is: 12. (3) Reactant: [NH2:1][C@:2]12[CH2:37][CH2:36][C@@H:35]([C:38]([CH3:40])=[CH2:39])[C@@H:3]1[C@@H:4]1[C@@:17]([CH3:20])([CH2:18][CH2:19]2)[C@@:16]2([CH3:21])[C@@H:7]([C@:8]3([CH3:34])[C@@H:13]([CH2:14][CH2:15]2)[C:12]([CH3:23])([CH3:22])[C:11]([C:24]2[CH2:29][CH2:28][C:27]([C:30]([O:32][CH3:33])=[O:31])=[CH:26][CH:25]=2)=[CH:10][CH2:9]3)[CH2:6][CH2:5]1.[CH:41]([S:43]([C:46]1[CH:51]=[CH:50][CH:49]=[CH:48][CH:47]=1)(=[O:45])=[O:44])=[CH2:42]. Product: [CH3:20][C@:17]12[C@@:16]3([CH3:21])[C@@H:7]([C@:8]4([CH3:34])[C@@H:13]([CH2:14][CH2:15]3)[C:12]([CH3:22])([CH3:23])[C:11]([C:24]3[CH2:29][CH2:28][C:27]([C:30]([O:32][CH3:33])=[O:31])=[CH:26][CH:25]=3)=[CH:10][CH2:9]4)[CH2:6][CH2:5][C@@H:4]1[C@H:3]1[C@H:35]([C:38]([CH3:40])=[CH2:39])[CH2:36][CH2:37][C@:2]1([NH:1][CH2:42][CH2:41][S:43]([C:46]1[CH:51]=[CH:50][CH:49]=[CH:48][CH:47]=1)(=[O:44])=[O:45])[CH2:19][CH2:18]2. The catalyst class is: 11.